Dataset: NCI-60 drug combinations with 297,098 pairs across 59 cell lines. Task: Regression. Given two drug SMILES strings and cell line genomic features, predict the synergy score measuring deviation from expected non-interaction effect. (1) Drug 1: C1=NC2=C(N=C(N=C2N1C3C(C(C(O3)CO)O)F)Cl)N. Drug 2: CN(CCCl)CCCl.Cl. Cell line: COLO 205. Synergy scores: CSS=31.7, Synergy_ZIP=-8.40, Synergy_Bliss=-3.24, Synergy_Loewe=-3.23, Synergy_HSA=1.15. (2) Drug 1: C1=NC2=C(N1)C(=S)N=C(N2)N. Drug 2: CC1C(C(CC(O1)OC2CC(CC3=C2C(=C4C(=C3O)C(=O)C5=C(C4=O)C(=CC=C5)OC)O)(C(=O)CO)O)N)O.Cl. Cell line: MALME-3M. Synergy scores: CSS=61.9, Synergy_ZIP=-0.0248, Synergy_Bliss=0.150, Synergy_Loewe=-3.62, Synergy_HSA=3.44. (3) Drug 1: CN(C)C1=NC(=NC(=N1)N(C)C)N(C)C. Cell line: SR. Synergy scores: CSS=-6.12, Synergy_ZIP=-0.828, Synergy_Bliss=-8.86, Synergy_Loewe=-12.3, Synergy_HSA=-12.3. Drug 2: CCN(CC)CCNC(=O)C1=C(NC(=C1C)C=C2C3=C(C=CC(=C3)F)NC2=O)C. (4) Drug 1: C1=CC(=C2C(=C1NCCNCCO)C(=O)C3=C(C=CC(=C3C2=O)O)O)NCCNCCO. Drug 2: CC1=C2C(C(=O)C3(C(CC4C(C3C(C(C2(C)C)(CC1OC(=O)C(C(C5=CC=CC=C5)NC(=O)OC(C)(C)C)O)O)OC(=O)C6=CC=CC=C6)(CO4)OC(=O)C)O)C)O. Cell line: EKVX. Synergy scores: CSS=32.2, Synergy_ZIP=-7.94, Synergy_Bliss=-4.15, Synergy_Loewe=-6.87, Synergy_HSA=0.418.